Dataset: Reaction yield outcomes from USPTO patents with 853,638 reactions. Task: Predict the reaction yield, written as a fraction of the theoretical maximum amount of product (1.0 means a 100% yield; for example, 0.34 means a 34% yield). (1) The reactants are [C:1]1([C:7]2[CH:15]=[CH:14][CH:13]=[C:12]3[C:8]=2[CH:9]=[CH:10][NH:11]3)[CH:6]=[CH:5][CH:4]=[CH:3][CH:2]=1.C([Mg]Br)C.[F:20][C:21]([F:38])([F:37])[CH:22]1[CH2:24][N:23]1[S:25]([C:28]1[C:33]([CH3:34])=[CH:32][C:31]([CH3:35])=[CH:30][C:29]=1[CH3:36])(=[O:27])=[O:26]. The catalyst is COC(C)(C)C.CCOCC.[Cu]I. The product is [CH3:36][C:29]1[CH:30]=[C:31]([CH3:35])[CH:32]=[C:33]([CH3:34])[C:28]=1[S:25]([NH:23][CH:22]([CH2:24][C:9]1[C:8]2[C:12](=[CH:13][CH:14]=[CH:15][C:7]=2[C:1]2[CH:2]=[CH:3][CH:4]=[CH:5][CH:6]=2)[NH:11][CH:10]=1)[C:21]([F:38])([F:20])[F:37])(=[O:26])=[O:27]. The yield is 0.220. (2) The reactants are [Br:1][C:2]1[CH:7]=[CH:6][C:5]([OH:8])=[CH:4][CH:3]=1.BrC1C=C(Cl)C=CC=1O[CH2:18][C:19]([F:22])([F:21])[F:20].FC(F)(F)COS(C(F)(F)F)(=O)=O. No catalyst specified. The product is [Br:1][C:2]1[CH:7]=[CH:6][C:5]([O:8][CH2:18][C:19]([F:22])([F:21])[F:20])=[CH:4][CH:3]=1. The yield is 0.400. (3) The reactants are [Br:1][C:2]1[CH:3]=[C:4]([OH:8])[CH:5]=[CH:6][CH:7]=1.[C:9]([Si:13](Cl)([CH3:15])[CH3:14])([CH3:12])([CH3:11])[CH3:10].N1C=CN=C1.O. The product is [Br:1][C:2]1[CH:3]=[C:4]([CH:5]=[CH:6][CH:7]=1)[O:8][Si:13]([C:9]([CH3:12])([CH3:11])[CH3:10])([CH3:15])[CH3:14]. The catalyst is ClCCl. The yield is 0.984. (4) The reactants are C(S(N[C@@H](C([NH:19][C@H:20]([C:25]([NH:27]CC1C=CC(C#N)=CC=1)=[O:26])[CH2:21][CH2:22][S:23][CH3:24])=O)[C@@H](CC)C)(=O)=O)C1C=CC=CC=1.Cl.ON. The catalyst is C(O)C.N1C=CC=CC=1. The product is [NH2:19][C@H:20]([C:25]([NH2:27])=[O:26])[CH2:21][CH2:22][S:23][CH3:24]. The yield is 0.0150.